From a dataset of Catalyst prediction with 721,799 reactions and 888 catalyst types from USPTO. Predict which catalyst facilitates the given reaction. (1) Reactant: [CH3:1][O:2][C:3](=[O:24])[CH2:4][CH:5]1[CH2:10][CH2:9][CH:8]([C:11]2[CH:16]=[CH:15][C:14]([C:17]3[CH:22]=[CH:21][C:20]([NH2:23])=[CH:19][N:18]=3)=[CH:13][CH:12]=2)[CH2:7][CH2:6]1.N1C=CC=CC=1.[F:31][C:32]([F:44])([F:43])[C:33]1[CH:38]=[CH:37][C:36]([S:39](Cl)(=[O:41])=[O:40])=[CH:35][CH:34]=1. Product: [CH3:1][O:2][C:3](=[O:24])[CH2:4][CH:5]1[CH2:10][CH2:9][CH:8]([C:11]2[CH:16]=[CH:15][C:14]([C:17]3[CH:22]=[CH:21][C:20]([NH:23][S:39]([C:36]4[CH:35]=[CH:34][C:33]([C:32]([F:31])([F:43])[F:44])=[CH:38][CH:37]=4)(=[O:41])=[O:40])=[CH:19][N:18]=3)=[CH:13][CH:12]=2)[CH2:7][CH2:6]1. The catalyst class is: 166. (2) Reactant: [OH:1][CH:2]1[CH2:7][CH2:6][N:5]([C:8]2[CH:18]=[CH:17][C:11]([C:12]([O:14][CH2:15][CH3:16])=[O:13])=[CH:10][CH:9]=2)[CH2:4][CH2:3]1.CCN(CC)CC.[CH3:26][S:27](Cl)(=[O:29])=[O:28]. Product: [CH3:26][S:27]([O:1][CH:2]1[CH2:7][CH2:6][N:5]([C:8]2[CH:18]=[CH:17][C:11]([C:12]([O:14][CH2:15][CH3:16])=[O:13])=[CH:10][CH:9]=2)[CH2:4][CH2:3]1)(=[O:29])=[O:28]. The catalyst class is: 2.